This data is from Full USPTO retrosynthesis dataset with 1.9M reactions from patents (1976-2016). The task is: Predict the reactants needed to synthesize the given product. Given the product [ClH:34].[C:28]1([C:24]2[C:23]3[C:22](=[N:21][N:5]4[C:6]([CH:8]5[CH2:9][CH2:10][NH:11][CH2:12][CH2:13]5)=[CH:7][C:2](=[O:1])[NH:3][C:4]4=3)[N:27]=[CH:26][CH:25]=2)[CH:29]=[CH:30][CH:31]=[CH:32][CH:33]=1, predict the reactants needed to synthesize it. The reactants are: [O:1]=[C:2]1[CH:7]=[C:6]([CH:8]2[CH2:13][CH2:12][N:11](C(OC(C)(C)C)=O)[CH2:10][CH2:9]2)[N:5]2[N:21]=[C:22]3[N:27]=[CH:26][CH:25]=[C:24]([C:28]4[CH:33]=[CH:32][CH:31]=[CH:30][CH:29]=4)[C:23]3=[C:4]2[NH:3]1.[ClH:34].